This data is from Full USPTO retrosynthesis dataset with 1.9M reactions from patents (1976-2016). The task is: Predict the reactants needed to synthesize the given product. (1) Given the product [Cl:1][C:2]1[CH:3]=[CH:4][C:5]([N:8]2[CH:20]=[C:21]([C:23]3([OH:33])[CH2:24][C:25]([CH3:31])([CH3:32])[O:26][C:27]([CH3:30])([CH3:29])[CH2:28]3)[N:18]=[C:9]2[C:10]2[CH:15]=[CH:14][CH:13]=[CH:12][C:11]=2[O:16][CH3:17])=[CH:6][CH:7]=1, predict the reactants needed to synthesize it. The reactants are: [Cl:1][C:2]1[CH:7]=[CH:6][C:5]([NH:8][C:9](=[NH:18])[C:10]2[CH:15]=[CH:14][CH:13]=[CH:12][C:11]=2[O:16][CH3:17])=[CH:4][CH:3]=1.Br[CH2:20][C:21]([C:23]1([OH:33])[CH2:28][C:27]([CH3:30])([CH3:29])[O:26][C:25]([CH3:32])([CH3:31])[CH2:24]1)=O.C([O-])(O)=O.[Na+]. (2) Given the product [CH2:1]([O:8][CH2:9][CH2:10][N:11]([C:19]1[S:20][C@H:21]2[O:27][C@H:26]([CH2:28][O:29][Si:43]([C:39]([CH3:42])([CH3:41])[CH3:40])([CH3:45])[CH3:44])[C@@H:25]([OH:30])[C@H:24]([OH:31])[C@H:22]2[N:23]=1)[C:12](=[O:18])[O:13][C:14]([CH3:17])([CH3:16])[CH3:15])[C:2]1[CH:7]=[CH:6][CH:5]=[CH:4][CH:3]=1, predict the reactants needed to synthesize it. The reactants are: [CH2:1]([O:8][CH2:9][CH2:10][N:11]([C:19]1[S:20][C@H:21]2[O:27][C@H:26]([CH2:28][OH:29])[C@@H:25]([OH:30])[C@H:24]([OH:31])[C@H:22]2[N:23]=1)[C:12](=[O:18])[O:13][C:14]([CH3:17])([CH3:16])[CH3:15])[C:2]1[CH:7]=[CH:6][CH:5]=[CH:4][CH:3]=1.C(N(CC)CC)C.[C:39]([Si:43](Cl)([CH3:45])[CH3:44])([CH3:42])([CH3:41])[CH3:40]. (3) Given the product [CH2:1]([C@@:3]12[CH2:4][C@:5]([OH:25])([CH3:26])[C@:6]([OH:18])([C:19]3[CH:24]=[CH:23][CH:22]=[CH:21][N:20]=3)[CH2:7][C@H:8]1[CH2:9][CH2:10][C:11]1[CH:12]=[C:13]([O:17][CH2:28][C:29]#[N:30])[CH:14]=[CH:15][C:16]2=1)[CH3:2], predict the reactants needed to synthesize it. The reactants are: [CH2:1]([C@:3]12[C:16]3[C:11](=[CH:12][C:13]([OH:17])=[CH:14][CH:15]=3)[CH2:10][CH2:9][C@@H:8]1[CH2:7][C@:6]([C:19]1[CH:24]=[CH:23][CH:22]=[CH:21][N:20]=1)([OH:18])[C@:5]([CH3:26])([OH:25])[CH2:4]2)[CH3:2].Cl[CH2:28][C:29]#[N:30]. (4) Given the product [S:12]([C:17]1[CH:23]=[CH:22][C:20]([CH3:21])=[CH:19][CH:18]=1)([O-:15])(=[O:14])=[O:13].[CH3:16][C:8]1[N:7]=[C:6]2[NH+:11]=[C:3]([S:2][CH3:1])[S:4][C:5]2=[CH:10][CH:9]=1, predict the reactants needed to synthesize it. The reactants are: [CH3:1][S:2][C:3]1[S:4][C:5]2[C:6]([N:11]=1)=[N:7][CH:8]=[CH:9][CH:10]=2.[S:12]([C:17]1[CH:23]=[CH:22][C:20]([CH3:21])=[CH:19][CH:18]=1)([O:15][CH3:16])(=[O:14])=[O:13]. (5) Given the product [Cl:1][C:2]1[CH:7]=[CH:6][CH:5]=[CH:4][C:3]=1[CH2:8][C:9]([Cl:14])=[O:11], predict the reactants needed to synthesize it. The reactants are: [Cl:1][C:2]1[CH:7]=[CH:6][CH:5]=[CH:4][C:3]=1[CH2:8][C:9]([OH:11])=O.S(Cl)([Cl:14])=O. (6) Given the product [Br:26][C:22]1[CH:21]=[C:20]([C@:13]2([NH:12][C:10]([NH2:9])=[S:11])[CH2:18][CH2:17][O:16][CH2:15][C@@H:14]2[OH:19])[CH:25]=[CH:24][CH:23]=1, predict the reactants needed to synthesize it. The reactants are: C([N:9]=[C:10]=[S:11])(=O)C1C=CC=CC=1.[NH2:12][C@@:13]1([C:20]2[CH:25]=[CH:24][CH:23]=[C:22]([Br:26])[CH:21]=2)[CH2:18][CH2:17][O:16][CH2:15][C@@H:14]1[OH:19].C(=O)([O-])[O-].[K+].[K+]. (7) Given the product [CH:69]1([O:75][C:76]2[CH:77]=[C:78]3[C:79](=[CH:80][C:81]=2[C:130]2[CH:131]=[CH:132][C:133]4[C:138](=[CH:137][CH:136]=[CH:135][CH:134]=4)[CH:129]=2)[C:142](=[O:145])[CH2:84][CH2:83]3)[CH2:68][CH2:72][CH2:71][CH2:70]1, predict the reactants needed to synthesize it. The reactants are: CC(CCCCCCCCC(N[C@H]1[C@H](O[C:81]2[C:76]3[O:75][C:69]4[CH:68]=C[C:72]([C@@H](O)[C@@H]5NC(=O)[C@H](N[C:84]([C@@H:83]6NC([C@H]7NC(=O)[C@@H](CC8C=CC(O[C:80]=2[CH:79]=[C:78]6[CH:77]=3)=CC=8)N[C:84](=O)[C@H:83](NC)[C:78]2[CH:79]=[CH:80][C:81](O)=[C:76]([CH:77]=2)[O:75][C:69]2[CH:70]=[C:71](O)[C:72](Cl)=C7[CH:68]=2)=O)=O)C2C=CC(O)=C(C=2)C2C(O[C@H]3O[C@H](CO)[C@@H](O)[C@H](O)[C@@H]3O)=CC(O)=CC=2[C@@H](C(NCCCN(C)C)=O)NC5=O)=[CH:71][C:70]=4Cl)O[C@H](C(O)=O)[C@@H](O)[C@@H]1O)=O)C.[CH:129]1[C:138]2[C:133](=[CH:134][CH:135]=[CH:136][CH:137]=2)[CH:132]=[CH:131][C:130]=1B(O)O.[C:142](=[O:145])([O-])[O-].[Na+].[Na+]. (8) Given the product [NH:13]1[C:14]2[C:15](=[CH:2][CH:3]=[CH:5][CH:20]=2)[CH:16]=[C:17]1[NH2:18], predict the reactants needed to synthesize it. The reactants are: O=[CH:2][C@@H:3]([C@H:5]([C@@H]([C@@H](CO)O)O)O)O.[NH2:13][C@H:14]([C:20](O)=O)[CH2:15][CH2:16][C:17](=O)[NH2:18].C([O-])(=O)C(C)=O.[Na+].N[C@H](C(N[C@H](C(O)=O)CCC(=O)N)=O)C.CC1(C)S[C@@H]2[C@H](NC(CC3C=CC=CC=3)=O)C(=O)N2[C@H]1C([O-])=O.[K+].C[C@@H]1O[C@@H](O[C@H]2[C@H](O)[C@@H](O)[C@H](NC(N)=N)[C@@H](O)[C@@H]2NC(N)=N)[C@H](O[C@@H]2O[C@@H](CO)[C@H](O)[C@@H](O)[C@@H]2NC)[C@@]1(O)C=O.